Predict the reactants needed to synthesize the given product. From a dataset of Full USPTO retrosynthesis dataset with 1.9M reactions from patents (1976-2016). Given the product [F:24][C:2]1([F:1])[CH2:7][CH2:6][CH2:5][N:4]([C:8]2[N:12]([CH2:13][CH2:14][O:15][CH2:16][Si:17]([CH3:18])([CH3:20])[CH3:19])[N:11]=[CH:10][C:9]=2[NH2:21])[CH2:3]1, predict the reactants needed to synthesize it. The reactants are: [F:1][C:2]1([F:24])[CH2:7][CH2:6][CH2:5][N:4]([C:8]2[N:12]([CH2:13][CH2:14][O:15][CH2:16][Si:17]([CH3:20])([CH3:19])[CH3:18])[N:11]=[CH:10][C:9]=2[N+:21]([O-])=O)[CH2:3]1.O.[Cl-].[NH4+].